This data is from Catalyst prediction with 721,799 reactions and 888 catalyst types from USPTO. The task is: Predict which catalyst facilitates the given reaction. (1) Reactant: COP([CH:7]([C:15]1[CH:20]=[CH:19][CH:18]=[C:17]([N+:21]([O-:23])=[O:22])[CH:16]=1)[O:8][CH:9]1[CH2:14][CH2:13][CH2:12][CH2:11][O:10]1)(=O)OC.[H-].[Na+].[N:26]1[CH:31]=[CH:30][C:29]([CH:32]=O)=[CH:28][CH:27]=1. Product: [N+:21]([C:17]1[CH:16]=[C:15]([C:7]([O:8][CH:9]2[CH2:14][CH2:13][CH2:12][CH2:11][O:10]2)=[CH:32][C:29]2[CH:30]=[CH:31][N:26]=[CH:27][CH:28]=2)[CH:20]=[CH:19][CH:18]=1)([O-:23])=[O:22]. The catalyst class is: 1. (2) Reactant: [Br:1][C:2]1[CH:7]=[CH:6][C:5]([C:8](=O)[CH:9](OCC)OCC)=[CH:4][C:3]=1[F:17].C(=O)(O)O.[NH2:22][NH:23][C:24]([NH2:26])=[NH:25].[OH-].[K+]. Product: [Br:1][C:2]1[CH:7]=[CH:6][C:5]([C:8]2[N:22]=[N:23][C:24]([NH2:26])=[N:25][CH:9]=2)=[CH:4][C:3]=1[F:17]. The catalyst class is: 40.